From a dataset of Catalyst prediction with 721,799 reactions and 888 catalyst types from USPTO. Predict which catalyst facilitates the given reaction. (1) Reactant: [CH2:1]([O:3][C:4]([C:6]1([CH2:19][C:20]([CH3:22])=[CH2:21])[CH2:11][CH2:10][N:9]([C:12]([O:14][C:15]([CH3:18])([CH3:17])[CH3:16])=[O:13])[CH2:8][CH2:7]1)=[O:5])[CH3:2].[H][H]. Product: [CH2:1]([O:3][C:4]([C:6]1([CH2:19][CH:20]([CH3:21])[CH3:22])[CH2:11][CH2:10][N:9]([C:12]([O:14][C:15]([CH3:17])([CH3:16])[CH3:18])=[O:13])[CH2:8][CH2:7]1)=[O:5])[CH3:2]. The catalyst class is: 29. (2) Reactant: [Cl:1][C:2]1[CH:22]=[C:21]([Cl:23])[CH:20]=[CH:19][C:3]=1[O:4][CH2:5][CH2:6][CH2:7][N:8]([CH2:16][C:17]#[CH:18])C(=O)OCCCC.[C:24]([OH:30])([C:26]([F:29])([F:28])[F:27])=[O:25].C(#N)C. Product: [F:27][C:26]([F:29])([F:28])[C:24]([O-:30])=[O:25].[Cl:1][C:2]1[CH:22]=[C:21]([Cl:23])[CH:20]=[CH:19][C:3]=1[O:4][CH2:5][CH2:6][CH2:7][NH2+:8][CH2:16][C:17]#[CH:18]. The catalyst class is: 2. (3) Reactant: [CH3:1][C:2]1[CH:11]=[C:6]([C:7]([O:9][CH3:10])=[O:8])[C:5]([OH:12])=[CH:4][CH:3]=1.[CH2:13](Br)[CH:14]=[CH2:15].C(=O)([O-])[O-].[Cs+].[Cs+]. Product: [CH2:15]([O:12][C:5]1[CH:4]=[CH:3][C:2]([CH3:1])=[CH:11][C:6]=1[C:7]([O:9][CH3:10])=[O:8])[CH:14]=[CH2:13]. The catalyst class is: 18. (4) Reactant: [Cl:1][C:2]1[CH:3]=[C:4]([O:10][C:11]2[C:12]([F:35])=[C:13]([CH:20](C(OC(C)(C)C)=O)[C:21]([O:23]C(C)(C)C)=[O:22])[CH:14]=[CH:15][C:16]=2[N+:17]([O-:19])=[O:18])[CH:5]=[C:6]([C:8]#[N:9])[CH:7]=1.C(O)(C(F)(F)F)=O. Product: [Cl:1][C:2]1[CH:3]=[C:4]([O:10][C:11]2[C:12]([F:35])=[C:13]([CH2:20][C:21]([OH:23])=[O:22])[CH:14]=[CH:15][C:16]=2[N+:17]([O-:19])=[O:18])[CH:5]=[C:6]([C:8]#[N:9])[CH:7]=1. The catalyst class is: 2. (5) Reactant: C(OC([N:11]1[CH2:15][CH2:14][CH2:13][C@@H:12]1[C:16]([N:18]1[CH2:22][CH2:21][CH2:20][CH2:19]1)=[O:17])=O)C1C=CC=CC=1. Product: [N:18]1([C:16]([C@H:12]2[CH2:13][CH2:14][CH2:15][NH:11]2)=[O:17])[CH2:19][CH2:20][CH2:21][CH2:22]1. The catalyst class is: 19. (6) Reactant: [CH3:1][O:2][C:3]([C:5]1[C:10](Br)=[CH:9][N:8]2[CH:12]=[CH:13][N:14]=[C:7]2[CH:6]=1)=[O:4].[Cl:15][C:16]1[CH:21]=[C:20]([Cl:22])[CH:19]=[CH:18][C:17]=1B(O)O.C([O-])([O-])=O.[Na+].[Na+].CCOC(C)=O. Product: [CH3:1][O:2][C:3]([C:5]1[C:10]([C:19]2[CH:18]=[CH:17][C:16]([Cl:15])=[CH:21][C:20]=2[Cl:22])=[CH:9][N:8]2[CH:12]=[CH:13][N:14]=[C:7]2[CH:6]=1)=[O:4]. The catalyst class is: 104. (7) Reactant: C([O:8][C:9]1[CH:10]=[C:11]([C:15]2[S:19][N:18]([C:20]([CH3:23])([CH3:22])[CH3:21])[C:17](=[O:24])[CH:16]=2)[CH:12]=[CH:13][CH:14]=1)C1C=CC=CC=1. Product: [C:20]([N:18]1[C:17](=[O:24])[CH:16]=[C:15]([C:11]2[CH:12]=[CH:13][CH:14]=[C:9]([OH:8])[CH:10]=2)[S:19]1)([CH3:23])([CH3:21])[CH3:22]. The catalyst class is: 67. (8) Reactant: [C:1]1([C:7]2[N:8]=[C:9]3[CH:22]=[CH:21][N:20]=[CH:19][C:10]3=[N:11][C:12]=2[C:13]2[CH:18]=[CH:17][CH:16]=[CH:15][CH:14]=2)[CH:6]=[CH:5][CH:4]=[CH:3][CH:2]=1.[C:23]1([O:29][C:30](Cl)=[O:31])[CH:28]=[CH:27][CH:26]=[CH:25][CH:24]=1.[CH3:33][Mg]Br. Product: [CH3:4][CH2:3][CH2:2][CH:1]([CH3:7])[CH3:6].[CH3:33][CH:19]1[C:10]2=[N:11][C:12]([C:13]3[CH:18]=[CH:17][CH:16]=[CH:15][CH:14]=3)=[C:7]([C:1]3[CH:2]=[CH:3][CH:4]=[CH:5][CH:6]=3)[N:8]=[C:9]2[CH:22]=[CH:21][N:20]1[C:30]([O:29][C:23]1[CH:28]=[CH:27][CH:26]=[CH:25][CH:24]=1)=[O:31]. The catalyst class is: 1.